This data is from Full USPTO retrosynthesis dataset with 1.9M reactions from patents (1976-2016). The task is: Predict the reactants needed to synthesize the given product. (1) Given the product [CH3:1][C:2]1[CH:3]=[C:4]([CH:24]=[CH:25][CH:26]=1)[CH:5]=[N:6][NH:7][C:8]1[CH:13]=[C:12]([N:14]2[CH2:15][CH2:16][O:17][CH2:18][CH2:19]2)[NH:11][N:10]([CH2:20][CH2:21][CH2:22][O:23][C:36](=[O:37])[NH:35][C:31]2[CH:32]=[CH:33][CH:34]=[C:29]([O:28][CH3:27])[CH:30]=2)[N:9]=1, predict the reactants needed to synthesize it. The reactants are: [CH3:1][C:2]1[CH:3]=[C:4]([CH:24]=[CH:25][CH:26]=1)[CH:5]=[N:6][NH:7][C:8]1[CH:13]=[C:12]([N:14]2[CH2:19][CH2:18][O:17][CH2:16][CH2:15]2)[NH:11][N:10]([CH2:20][CH2:21][CH2:22][OH:23])[N:9]=1.[CH3:27][O:28][C:29]1[CH:30]=[C:31]([N:35]=[C:36]=[O:37])[CH:32]=[CH:33][CH:34]=1.CN(C1C=CC=CN=1)C. (2) Given the product [N:8]([CH2:11][C@H:12]1[O:16][C:15](=[O:17])[N:14]([C:18]2[CH:23]=[CH:22][C:21]([C:24]([OH:26])=[O:25])=[C:20]([F:31])[CH:19]=2)[CH2:13]1)=[N+:9]=[N-:10], predict the reactants needed to synthesize it. The reactants are: FC(F)(F)C(O)=O.[N:8]([CH2:11][C@H:12]1[O:16][C:15](=[O:17])[N:14]([C:18]2[CH:23]=[CH:22][C:21]([C:24]([O:26]C(C)(C)C)=[O:25])=[C:20]([F:31])[CH:19]=2)[CH2:13]1)=[N+:9]=[N-:10]. (3) Given the product [F:1][C:2]1[C:7]([O:26][C:20]2[CH:25]=[CH:24][CH:23]=[CH:22][CH:21]=2)=[CH:6][C:5]([CH2:9][OH:10])=[C:4]([N+:11]([O-:13])=[O:12])[CH:3]=1, predict the reactants needed to synthesize it. The reactants are: [F:1][C:2]1[C:7](F)=[CH:6][C:5]([CH2:9][OH:10])=[C:4]([N+:11]([O-:13])=[O:12])[CH:3]=1.C(=O)([O-])[O-].[K+].[K+].[C:20]1([OH:26])[CH:25]=[CH:24][CH:23]=[CH:22][CH:21]=1. (4) The reactants are: [CH3:1][O:2][C:3]1[CH:4]=[C:5]([CH2:20][C:21]#N)[C:6]2[O:10][C:9]([C:11]3[CH:16]=[CH:15][C:14]([O:17][CH3:18])=[CH:13][CH:12]=3)=[CH:8][C:7]=2[CH:19]=1.[OH-].[K+].[CH3:25]I.O.C[N:29]([CH3:32])C=O. Given the product [CH3:1][O:2][C:3]1[CH:4]=[C:5]([C:20]([CH3:21])([CH3:25])[C:32]#[N:29])[C:6]2[O:10][C:9]([C:11]3[CH:16]=[CH:15][C:14]([O:17][CH3:18])=[CH:13][CH:12]=3)=[CH:8][C:7]=2[CH:19]=1, predict the reactants needed to synthesize it. (5) Given the product [C:1]([O:20][CH3:23])(=[O:19])[CH2:2][CH2:3][CH2:4][CH2:5][CH2:6][CH2:7][CH2:8]/[CH:9]=[CH:10]\[CH2:11][CH2:12][CH2:13][CH2:14][CH2:15][CH2:16][CH2:17][CH3:18], predict the reactants needed to synthesize it. The reactants are: [C:1]([OH:20])(=[O:19])[CH2:2][CH2:3][CH2:4][CH2:5][CH2:6][CH2:7][CH2:8]/[CH:9]=[CH:10]\[CH2:11][CH2:12][CH2:13][CH2:14][CH2:15][CH2:16][CH2:17][CH3:18].CO.[CH:23](OC)(OC)OC.S(=O)(=O)(O)O. (6) Given the product [CH2:1]([NH:8][CH2:9][C:10]1[CH:15]=[CH:14][N:13]=[C:12]2[NH:16][C:17]([C:19]3[C:27]4[C:22](=[CH:23][C:24]([O:30][CH3:31])=[C:25]([O:28][CH3:29])[CH:26]=4)[N:21]([CH3:32])[CH:20]=3)=[CH:18][C:11]=12)[C:2]1[CH:7]=[CH:6][CH:5]=[CH:4][CH:3]=1, predict the reactants needed to synthesize it. The reactants are: [CH2:1]([NH:8][CH2:9][C:10]1[CH:15]=[CH:14][N:13]=[C:12]2[N:16](S(C3C=CC(C)=CC=3)(=O)=O)[C:17]([C:19]3[C:27]4[C:22](=[CH:23][C:24]([O:30][CH3:31])=[C:25]([O:28][CH3:29])[CH:26]=4)[N:21]([CH3:32])[CH:20]=3)=[CH:18][C:11]=12)[C:2]1[CH:7]=[CH:6][CH:5]=[CH:4][CH:3]=1.[OH-].[K+]. (7) Given the product [NH2:1][C:5]1[CH:6]=[C:7]([CH:34]=[CH:35][C:4]=1[C:2]#[N:3])[C:8]([NH:10][C:11]1[C:16]([CH3:17])=[CH:15][C:14]([C:18]([F:30])([C:26]([F:29])([F:28])[F:27])[C:19]([F:24])([F:25])[C:20]([F:23])([F:22])[F:21])=[CH:13][C:12]=1[CH2:31][O:32][CH3:33])=[O:9], predict the reactants needed to synthesize it. The reactants are: [NH3:1].[C:2]([C:4]1[CH:35]=[CH:34][C:7]([C:8]([NH:10][C:11]2[C:16]([CH3:17])=[CH:15][C:14]([C:18]([F:30])([C:26]([F:29])([F:28])[F:27])[C:19]([F:25])([F:24])[C:20]([F:23])([F:22])[F:21])=[CH:13][C:12]=2[CH2:31][O:32][CH3:33])=[O:9])=[CH:6][C:5]=1F)#[N:3].